Dataset: Full USPTO retrosynthesis dataset with 1.9M reactions from patents (1976-2016). Task: Predict the reactants needed to synthesize the given product. The reactants are: [CH3:1][O:2][C:3]1[C:4]([NH:15][C:16](=[O:20])OCC)=[N:5][C:6]2[C:11]([N:12]=1)=[CH:10][C:9]([O:13][CH3:14])=[CH:8][CH:7]=2.[N+:21]([C:24]1[CH:29]=[CH:28][C:27]([N:30]2[CH2:35][CH2:34][NH:33][CH2:32][CH2:31]2)=[CH:26][CH:25]=1)([O-:23])=[O:22]. Given the product [CH3:1][O:2][C:3]1[C:4]([NH:15][C:16]([N:33]2[CH2:34][CH2:35][N:30]([C:27]3[CH:26]=[CH:25][C:24]([N+:21]([O-:23])=[O:22])=[CH:29][CH:28]=3)[CH2:31][CH2:32]2)=[O:20])=[N:5][C:6]2[C:11]([N:12]=1)=[CH:10][C:9]([O:13][CH3:14])=[CH:8][CH:7]=2, predict the reactants needed to synthesize it.